Predict the reaction yield, written as a fraction of the theoretical maximum amount of product (1.0 means a 100% yield; for example, 0.34 means a 34% yield). From a dataset of Reaction yield outcomes from USPTO patents with 853,638 reactions. The reactants are [OH:1][CH:2]([C:6]1[CH:11]=[CH:10][C:9]([C:12]2[N:16]=[C:15]([C:17]3[O:21][N:20]=[C:19]([C:22]4[CH:27]=[CH:26][CH:25]=[CH:24][CH:23]=4)[C:18]=3[C:28]([F:31])([F:30])[F:29])[O:14][N:13]=2)=[CH:8][CH:7]=1)[C:3](O)=[O:4].C[N:33]1[CH2:38][CH2:37][O:36]CC1.CN([C:42]([O:46]N1N=NC2C=CC=NC1=2)=[N+](C)C)C.F[P-](F)(F)(F)(F)F. The catalyst is CN(C=O)C. The product is [OH:36][CH2:37][CH:38]([NH:33][C:3](=[O:4])[CH:2]([OH:1])[C:6]1[CH:7]=[CH:8][C:9]([C:12]2[N:16]=[C:15]([C:17]3[O:21][N:20]=[C:19]([C:22]4[CH:27]=[CH:26][CH:25]=[CH:24][CH:23]=4)[C:18]=3[C:28]([F:30])([F:31])[F:29])[O:14][N:13]=2)=[CH:10][CH:11]=1)[CH2:42][OH:46]. The yield is 0.326.